Dataset: Peptide-MHC class II binding affinity with 134,281 pairs from IEDB. Task: Regression. Given a peptide amino acid sequence and an MHC pseudo amino acid sequence, predict their binding affinity value. This is MHC class II binding data. (1) The peptide sequence is GQKYFKGNFQRLAIT. The MHC is HLA-DQA10102-DQB10602 with pseudo-sequence HLA-DQA10102-DQB10602. The binding affinity (normalized) is 0.527. (2) The MHC is HLA-DQA10201-DQB10303 with pseudo-sequence HLA-DQA10201-DQB10303. The binding affinity (normalized) is 0.461. The peptide sequence is RSIQDNQVAYLIIGIK. (3) The peptide sequence is KLCLMKAQPTSWPLQ. The MHC is DRB4_0101 with pseudo-sequence DRB4_0103. The binding affinity (normalized) is 0.808. (4) The peptide sequence is TDALRTLGSTSADEV. The MHC is DRB1_1101 with pseudo-sequence DRB1_1101. The binding affinity (normalized) is 0.359. (5) The peptide sequence is KLQAAVMETDREN. The binding affinity (normalized) is 0.0774. The MHC is HLA-DQA10101-DQB10501 with pseudo-sequence HLA-DQA10101-DQB10501. (6) The peptide sequence is GELQIVDKWDAAFKI. The MHC is DRB4_0101 with pseudo-sequence DRB4_0103. The binding affinity (normalized) is 0.740. (7) The peptide sequence is TILQRLGVLFGSRIA. The MHC is DRB1_0802 with pseudo-sequence DRB1_0802. The binding affinity (normalized) is 0.380. (8) The peptide sequence is GPAYSAHCIGITDRD. The MHC is DRB1_1101 with pseudo-sequence DRB1_1101. The binding affinity (normalized) is 0.386.